Dataset: Forward reaction prediction with 1.9M reactions from USPTO patents (1976-2016). Task: Predict the product of the given reaction. (1) Given the reactants [CH2:1]([S:3]([C:6]1[CH:7]=[C:8]([C:12]2[CH:20]=[CH:19][C:18]([OH:21])=[C:17]3[C:13]=2[C:14]2[CH:25]=[C:24]([CH3:26])[CH:23]=[N:22][C:15]=2[NH:16]3)[CH:9]=[CH:10][CH:11]=1)(=[O:5])=[O:4])[CH3:2].[CH2:27]([O:34]CCO)[C:28]1C=CC=CC=1, predict the reaction product. The product is: [CH2:1]([S:3]([C:6]1[CH:7]=[C:8]([C:12]2[CH:20]=[CH:19][C:18]([O:21][CH2:28][CH2:27][OH:34])=[C:17]3[C:13]=2[C:14]2[CH:25]=[C:24]([CH3:26])[CH:23]=[N:22][C:15]=2[NH:16]3)[CH:9]=[CH:10][CH:11]=1)(=[O:5])=[O:4])[CH3:2]. (2) Given the reactants [F:1][C:2]([F:13])([F:12])[C:3]1[CH:11]=[CH:10][CH:9]=[CH:8][C:4]=1[C:5](Cl)=[O:6].[CH2:14]1[C:18]2[CH2:19][NH:20][CH2:21][C:17]=2[CH2:16][N:15]1[C:22]1[S:23][C:24]([C:27]([O:29][CH2:30][CH3:31])=[O:28])=[CH:25][N:26]=1.FC(F)(F)C(O)=O.C(N(CC)CC)C, predict the reaction product. The product is: [F:1][C:2]([F:13])([F:12])[C:3]1[CH:11]=[CH:10][CH:9]=[CH:8][C:4]=1[C:5]([N:20]1[CH2:21][C:17]2[CH2:16][N:15]([C:22]3[S:23][C:24]([C:27]([O:29][CH2:30][CH3:31])=[O:28])=[CH:25][N:26]=3)[CH2:14][C:18]=2[CH2:19]1)=[O:6]. (3) Given the reactants C([O:8][C:9](=[O:44])[C@H:10]([CH2:29][CH2:30][CH2:31][CH2:32][NH:33][C:34]([O:36][CH2:37]C1C=CC=CC=1)=[O:35])[N:11]([CH2:22][C:23]1[CH:28]=[CH:27][CH:26]=[CH:25][CH:24]=1)[S:12]([C:15]1[CH:20]=[CH:19][C:18]([CH3:21])=[CH:17][CH:16]=1)(=[O:14])=[O:13])C1C=CC=CC=1.[CH:45]1[C:57]2[CH:56](COC(ON3C(=O)CCC3=O)=O)[C:55]3[C:50](=[CH:51][CH:52]=[CH:53][CH:54]=3)[C:49]=2[CH:48]=[CH:47][CH:46]=1, predict the reaction product. The product is: [CH2:22]([N:11]([S:12]([C:15]1[CH:20]=[CH:19][C:18]([CH3:21])=[CH:17][CH:16]=1)(=[O:14])=[O:13])[C@H:10]([C:9]([OH:8])=[O:44])[CH2:29][CH2:30][CH2:31][CH2:32][NH:33][C:34]([O:36][CH2:37][CH:56]1[C:57]2[CH:45]=[CH:46][CH:47]=[CH:48][C:49]=2[C:50]2[C:55]1=[CH:54][CH:53]=[CH:52][CH:51]=2)=[O:35])[C:23]1[CH:24]=[CH:25][CH:26]=[CH:27][CH:28]=1. (4) Given the reactants [Cl:1][C:2]1[CH:7]=[CH:6][C:5]([C:8]2[N:12]([CH:13]([CH:16]3[CH2:21][CH2:20][CH2:19][CH2:18][CH2:17]3)[CH2:14][OH:15])[C:11]3[CH:22]=[C:23]([F:27])[C:24]([F:26])=[CH:25][C:10]=3[N:9]=2)=[CH:4][CH:3]=1.[C:28]([O:37][CH3:38])(=[O:36])[C:29]1[C:30](=[CH:32][CH:33]=[CH:34][CH:35]=1)O.N(C(OC(C)(C)C)=O)=NC(OC(C)(C)C)=O, predict the reaction product. The product is: [CH3:38][O:37][C:28](=[O:36])[C:29]1[CH:30]=[CH:32][CH:33]=[CH:34][C:35]=1[O:15][CH2:14][CH:13]([N:12]1[C:11]2[CH:22]=[C:23]([F:27])[C:24]([F:26])=[CH:25][C:10]=2[N:9]=[C:8]1[C:5]1[CH:6]=[CH:7][C:2]([Cl:1])=[CH:3][CH:4]=1)[CH:16]1[CH2:17][CH2:18][CH2:19][CH2:20][CH2:21]1. (5) Given the reactants Br[C:2]1[C:10]2[C:5](=[CH:6][CH:7]=[CH:8][C:9]=2[N+:11]([O-:13])=[O:12])[NH:4][N:3]=1.Cl.Cl[CH2:16][C:17]1[CH:22]=[CH:21][CH:20]=[C:19]([CH:23]2[CH2:25][CH2:24]2)[N:18]=1.Cl.[Cl:27]CC1C=CC=C(C(C)C)N=1, predict the reaction product. The product is: [Cl:27][C:2]1[C:10]2[C:5](=[CH:6][CH:7]=[CH:8][C:9]=2[N+:11]([O-:13])=[O:12])[N:4]([CH2:16][C:17]2[CH:22]=[CH:21][CH:20]=[C:19]([CH:23]3[CH2:24][CH2:25]3)[N:18]=2)[N:3]=1. (6) Given the reactants C1C=CC=CC=1.[Cl:7]/[CH:8]=[CH:9]/Cl.C([C:13]1[C:21]2[C:16](=[CH:17][CH:18]=[CH:19][CH:20]=2)[NH:15][CH:14]=1)=C, predict the reaction product. The product is: [Cl:7]/[CH:8]=[CH:9]/[C:13]1[C:21]2[C:16](=[CH:17][CH:18]=[CH:19][CH:20]=2)[NH:15][CH:14]=1. (7) Given the reactants [CH3:1][O:2][C:3]1[CH:8]=[CH:7][C:6]([C:9]2[CH:17]=[CH:16][CH:15]=[C:14]3[C:10]=2[CH2:11][C:12](=[O:18])[NH:13]3)=[CH:5][CH:4]=1.[CH3:19][C:20]1[CH:24]=[C:23]([CH3:25])[NH:22][C:21]=1[CH:26]=O, predict the reaction product. The product is: [CH3:19][C:20]1[CH:24]=[C:23]([CH3:25])[NH:22][C:21]=1[CH:26]=[C:11]1[C:10]2[C:14](=[CH:15][CH:16]=[CH:17][C:9]=2[C:6]2[CH:7]=[CH:8][C:3]([O:2][CH3:1])=[CH:4][CH:5]=2)[NH:13][C:12]1=[O:18]. (8) The product is: [C:1]([O:5][C:6](=[O:7])[NH:8][CH3:9])([CH3:4])([CH3:3])[CH3:2]. Given the reactants [C:1]([O:5][C:6]([N:8](C)[C@@H:9](C)C(N[C@@H](C(C)C)C(N1C2C(=CC=CC=2)C[C@H]1C(O)=O)=O)=O)=[O:7])([CH3:4])([CH3:3])[CH3:2].C(Cl)CCl.C1C=NC2N(O)N=NC=2C=1.[Cl-].[NH4+].C(N(C(C)C)CC)(C)C, predict the reaction product. (9) Given the reactants [F:1][C:2]([F:22])([F:21])[C:3]([NH:5][CH2:6][CH2:7][CH2:8][CH2:9][NH:10][CH2:11][C:12]1[N:17]2[CH:18]=[CH:19][N:20]=[C:16]2[CH:15]=[CH:14][CH:13]=1)=[O:4].[CH2:23]=O, predict the reaction product. The product is: [F:22][C:2]([F:21])([F:1])[C:3]([NH:5][CH2:6][CH2:7][CH2:8][CH2:9][N:10]1[CH2:11][C:12]2[N:17]3[C:18](=[CH:19][N:20]=[C:16]3[CH:15]=[CH:14][CH:13]=2)[CH2:23]1)=[O:4].